Dataset: Reaction yield outcomes from USPTO patents with 853,638 reactions. Task: Predict the reaction yield, written as a fraction of the theoretical maximum amount of product (1.0 means a 100% yield; for example, 0.34 means a 34% yield). (1) The reactants are C(N[CH:5]([CH3:7])[CH3:6])(C)C.[CH2:8]([Li])[CH2:9][CH2:10][CH3:11].CN1[CH2:18][CH2:17]N(C)C1=O.[CH:21]1([C:25]#[N:26])[CH2:24][CH2:23][CH2:22]1.Cl.[CH2:28]1[CH2:32][O:31][CH2:30][CH2:29]1. The catalyst is O. The product is [CH:29]1([CH2:30][O:31][CH2:32][CH2:28][C:6]2[CH:5]=[CH:7][C:10]([CH2:11][C:21]3([C:25]#[N:26])[CH2:24][CH2:23][CH2:22]3)=[CH:9][CH:8]=2)[CH2:18][CH2:17]1. The yield is 0.480. (2) The reactants are [CH3:1][C:2]1[C:7]2[NH:8][C:9](=[O:12])[CH2:10][O:11][C:6]=2[CH:5]=[CH:4][CH:3]=1.C([O-])([O-])=O.[Cs+].[Cs+].[Cl:19][CH2:20][CH2:21][CH2:22]I. The catalyst is CCCCCCC.CCOC(C)=O. The product is [Cl:19][CH2:20][CH2:21][CH2:22][N:8]1[C:7]2[C:2]([CH3:1])=[CH:3][CH:4]=[CH:5][C:6]=2[O:11][CH2:10][C:9]1=[O:12]. The yield is 0.480. (3) The reactants are [Cl:1][C:2]1[C:3](F)=[C:4]([I:14])[C:5]([O:11][CH2:12][CH3:13])=[C:6]([C:8](=[O:10])[CH3:9])[CH:7]=1.[CH2:16](O)CO. The catalyst is C1(C)C=CC=CC=1.O.C1(C)C=CC(S(O)(=O)=O)=CC=1. The product is [Cl:1][C:2]1[C:3]([CH3:16])=[C:4]([I:14])[C:5]([O:11][CH2:12][CH3:13])=[C:6]([CH:8]([OH:10])[CH3:9])[CH:7]=1. The yield is 0.990. (4) The reactants are [NH:1]1[CH:5]=[CH:4][N:3]=[C:2]1[CH2:6][CH:7]1[C:16]2[C:11](=[CH:12][CH:13]=[CH:14][CH:15]=2)[N:10](S(C2C=CC(C)=CC=2)(=O)=O)[CH2:9][CH2:8]1.Br.C1(OC)C=CC=CC=1.[OH-].[Na+]. The catalyst is C(O)(=O)C.C(OCC)(=O)C. The product is [NH:1]1[CH:5]=[CH:4][N:3]=[C:2]1[CH2:6][CH:7]1[C:16]2[C:11](=[CH:12][CH:13]=[CH:14][CH:15]=2)[NH:10][CH2:9][CH2:8]1. The yield is 0.690. (5) The reactants are C(CN[C:5]([C@@H:7]1[CH2:11][C@@H:10](S(C2C=CC=CC=2)(=O)=O)[CH2:9][C@H:8]1[C:21](N1CCOCC1)=[O:22])=[O:6])#N.Cl.CN(C)CCCN=C=NCC.[OH:41][C:42]1[C:50]2N=NNC=2C=CC=1.C(N(C(C)C)C(C)C)C.Cl.[F:61][C:62]1([F:66])[CH2:65][NH:64][CH2:63]1.CN(C)C=[O:70]. No catalyst specified. The product is [CH2:42]([O:41][C:21]([C@@H:8]1[CH2:9][C:10](=[O:70])[CH2:11][C@H:7]1[C:5]([N:64]1[CH2:65][C:62]([F:66])([F:61])[CH2:63]1)=[O:6])=[O:22])[CH3:50]. The yield is 0.570. (6) The reactants are FC(F)(F)S(O[C:7]1[N:29]=[CH:28][C:10]2[C:11]3[N:12]([CH:16]=[C:17]([C:19]4[N:23]([CH:24]([CH3:26])[CH3:25])[N:22]=[C:21]([CH3:27])[N:20]=4)[N:18]=3)[CH2:13][CH2:14][O:15][C:9]=2[CH:8]=1)(=O)=O.[CH2:32]([NH2:43])[C:33]1[CH:42]=[CH:41][C:38]([O:39][CH3:40])=[C:35]([O:36][CH3:37])[CH:34]=1.C(N(CC)CC)C. The catalyst is CN1CCCC1=O.O.CO.C(Cl)Cl. The product is [CH3:37][O:36][C:35]1[CH:34]=[C:33]([CH:42]=[CH:41][C:38]=1[O:39][CH3:40])[CH2:32][NH:43][C:7]1[N:29]=[CH:28][C:10]2[C:11]3[N:12]([CH:16]=[C:17]([C:19]4[N:23]([CH:24]([CH3:25])[CH3:26])[N:22]=[C:21]([CH3:27])[N:20]=4)[N:18]=3)[CH2:13][CH2:14][O:15][C:9]=2[CH:8]=1. The yield is 0.230. (7) The reactants are [Cl:1][C:2]1[C:3]([N+:16]([O-])=O)=[CH:4][C:5]([N+:13]([O-])=O)=[C:6](/[CH:8]=[CH:9]/N(C)C)[CH:7]=1. The catalyst is [Ni].CCO. The product is [Cl:1][C:2]1[CH:7]=[C:6]2[C:5](=[CH:4][C:3]=1[NH2:16])[NH:13][CH:9]=[CH:8]2. The yield is 0.160. (8) The reactants are Br[C:2]1[CH:7]=[CH:6][C:5]([C@@H:8]([N:10]2[CH2:15][CH2:14][C@@:13]([C:21]3[CH:26]=[CH:25][C:24]([F:27])=[CH:23][CH:22]=3)([CH2:16][C:17]([OH:20])([CH3:19])[CH3:18])[O:12][C:11]2=[O:28])[CH3:9])=[CH:4][CH:3]=1.[CH3:29][C:30]1([CH3:46])[C:34]([CH3:36])([CH3:35])[O:33][B:32]([B:32]2[O:33][C:34]([CH3:36])([CH3:35])[C:30]([CH3:46])([CH3:29])[O:31]2)[O:31]1.CC([O-])=O.[K+]. The catalyst is CS(C)=O.CCOC(C)=O. The product is [F:27][C:24]1[CH:25]=[CH:26][C:21]([C@:13]2([CH2:16][C:17]([OH:20])([CH3:19])[CH3:18])[O:12][C:11](=[O:28])[N:10]([C@H:8]([C:5]3[CH:6]=[CH:7][C:2]([B:32]4[O:33][C:34]([CH3:36])([CH3:35])[C:30]([CH3:46])([CH3:29])[O:31]4)=[CH:3][CH:4]=3)[CH3:9])[CH2:15][CH2:14]2)=[CH:22][CH:23]=1. The yield is 0.990. (9) The reactants are F[C:2]1C(N)=NC(N)=NC=1.[OH:10][C:11]1[CH:19]=[CH:18][C:17]([N+:20]([O-:22])=[O:21])=[CH:16][C:12]=1[C:13]([OH:15])=[O:14].C(=O)([O-])[O-].[K+].[K+].IC. No catalyst specified. The product is [OH:10][C:11]1[CH:19]=[CH:18][C:17]([N+:20]([O-:22])=[O:21])=[CH:16][C:12]=1[C:13]([O:15][CH3:2])=[O:14]. The yield is 0.770.